Dataset: TCR-epitope binding with 47,182 pairs between 192 epitopes and 23,139 TCRs. Task: Binary Classification. Given a T-cell receptor sequence (or CDR3 region) and an epitope sequence, predict whether binding occurs between them. (1) The epitope is ALLADKFPV. The TCR CDR3 sequence is CAISEYTSGRRETQYF. Result: 1 (the TCR binds to the epitope). (2) The epitope is FLPRVFSAV. The TCR CDR3 sequence is CASSLEGRQLDEQYF. Result: 1 (the TCR binds to the epitope). (3) The epitope is TVYDPLQPELDSFK. The TCR CDR3 sequence is CASSLMAGPGNIQYF. Result: 1 (the TCR binds to the epitope). (4) The epitope is CLGGLLTMV. The TCR CDR3 sequence is CASSSGLAGEAADTQYF. Result: 0 (the TCR does not bind to the epitope). (5) The epitope is ELAGIGILTV. The TCR CDR3 sequence is CASSSWTGMNTEAFF. Result: 1 (the TCR binds to the epitope). (6) The epitope is LLQTGIHVRVSQPSL. The TCR CDR3 sequence is CSASSLAGSTGELFF. Result: 0 (the TCR does not bind to the epitope).